From a dataset of Forward reaction prediction with 1.9M reactions from USPTO patents (1976-2016). Predict the product of the given reaction. (1) Given the reactants C[O:2][C:3](=O)[CH2:4][CH2:5]Br.[CH3:8][Si:9]([CH3:39])([CH3:38])[CH2:10][CH2:11][O:12][CH2:13][N:14]1[C:18]([C:19]2[CH:37]=[CH:36][C:22]([O:23][C:24]3[CH:25]=[C:26]4[C:30](=[CH:31][CH:32]=3)[N:29](CCO)[N:28]=[CH:27]4)=[CH:21][CH:20]=2)=[CH:17][CH:16]=[N:15]1, predict the reaction product. The product is: [CH3:38][Si:9]([CH3:39])([CH3:8])[CH2:10][CH2:11][O:12][CH2:13][N:14]1[C:18]([C:19]2[CH:20]=[CH:21][C:22]([O:23][C:24]3[CH:32]=[CH:31][C:30]4[C:26](=[CH:27][N:28]([CH2:5][CH2:4][CH2:3][OH:2])[N:29]=4)[CH:25]=3)=[CH:36][CH:37]=2)=[CH:17][CH:16]=[N:15]1. (2) Given the reactants [CH2:1]([N:8]1[C:12]2([CH2:17][CH2:16][N:15]([C:18]([C:20]3[O:21][CH:22]=[CH:23][CH:24]=3)=[O:19])[CH2:14][CH2:13]2)[NH:11][C@@H:10]([CH2:25][C:26]2[CH:31]=[CH:30][CH:29]=[CH:28][CH:27]=2)[C:9]1=[O:32])[C:2]1[CH:7]=[CH:6][CH:5]=[CH:4][CH:3]=1.O.C[Si]([Cl:38])(C)C.CCOCC, predict the reaction product. The product is: [ClH:38].[CH2:1]([N:8]1[C:12]2([CH2:17][CH2:16][N:15]([C:18]([C:20]3[O:21][CH:22]=[CH:23][CH:24]=3)=[O:19])[CH2:14][CH2:13]2)[NH:11][C@@H:10]([CH2:25][C:26]2[CH:27]=[CH:28][CH:29]=[CH:30][CH:31]=2)[C:9]1=[O:32])[C:2]1[CH:7]=[CH:6][CH:5]=[CH:4][CH:3]=1. (3) Given the reactants [CH3:1][N:2]1[C:11]2[C:6](=[CH:7][C:8]([C:18]([F:21])([F:20])[F:19])=[C:9]([C:12]3[CH:13]=[N:14][N:15]([CH3:17])[CH:16]=3)[CH:10]=2)[N:5]([C:22]2[C:26]3[CH2:27][NH:28][CH2:29][CH2:30][C:25]=3[N:24]([CH:31]3[CH2:36][CH2:35][O:34][CH2:33][CH2:32]3)[N:23]=2)[CH2:4][CH:3]1[CH3:37].C(N(CC)CC)C.[C:45](OC(=O)C)(=[O:47])[CH3:46], predict the reaction product. The product is: [CH3:37][CH:3]1[N:2]([CH3:1])[C:11]2[C:6](=[CH:7][C:8]([C:18]([F:20])([F:19])[F:21])=[C:9]([C:12]3[CH:13]=[N:14][N:15]([CH3:17])[CH:16]=3)[CH:10]=2)[N:5]([C:22]2[C:26]3[CH2:27][N:28]([C:45](=[O:47])[CH3:46])[CH2:29][CH2:30][C:25]=3[N:24]([CH:31]3[CH2:36][CH2:35][O:34][CH2:33][CH2:32]3)[N:23]=2)[CH2:4]1. (4) The product is: [CH3:17][O:18][C:19](=[O:30])[C@H:20]([CH2:23][C:24]1[CH:29]=[CH:28][CH:27]=[CH:26][CH:25]=1)[N:21]([C:13](=[O:15])[CH2:12][N:10]([S:7]([C:4]1[CH:3]=[CH:2][C:1]([CH3:16])=[CH:6][CH:5]=1)(=[O:8])=[O:9])[CH3:11])[CH3:22]. Given the reactants [C:1]1([CH3:16])[CH:6]=[CH:5][C:4]([S:7]([N:10]([CH2:12][C:13]([OH:15])=O)[CH3:11])(=[O:9])=[O:8])=[CH:3][CH:2]=1.[CH3:17][O:18][C:19](=[O:30])[C@H:20]([CH2:23][C:24]1[CH:29]=[CH:28][CH:27]=[CH:26][CH:25]=1)[NH:21][CH3:22], predict the reaction product. (5) Given the reactants CS(C)=[O:3].[H-].[Na+].[Cl:7][C:8]1[CH:13]=[CH:12][C:11]([CH2:14][C:15]#[N:16])=[CH:10][CH:9]=1.Br[CH2:18][CH2:19][O:20][CH2:21][CH2:22]Br, predict the reaction product. The product is: [C:21]([O-:3])(=[O:20])[CH3:22].[Cl:7][C:8]1[CH:13]=[CH:12][C:11]([C:14]2([C:15]#[N:16])[CH2:22][CH2:21][O:20][CH2:19][CH2:18]2)=[CH:10][CH:9]=1. (6) Given the reactants [CH:1]1([C:4]2[C:8]([C:9]([O:11][CH2:12][CH3:13])=[O:10])=[CH:7][NH:6][N:5]=2)[CH2:3][CH2:2]1.Br[CH2:15][C:16]1[CH:28]=[CH:27][C:19]([CH2:20][N:21]2[CH:25]=[C:24]([CH3:26])[CH:23]=[N:22]2)=[CH:18][CH:17]=1.C(=O)([O-])[O-].[K+].[K+], predict the reaction product. The product is: [CH2:12]([O:11][C:9]([C:8]1[C:4]([CH:1]2[CH2:2][CH2:3]2)=[N:5][N:6]([CH2:15][C:16]2[CH:17]=[CH:18][C:19]([CH2:20][N:21]3[CH:25]=[C:24]([CH3:26])[CH:23]=[N:22]3)=[CH:27][CH:28]=2)[CH:7]=1)=[O:10])[CH3:13]. (7) Given the reactants Cl[C:2]1[CH:7]=[C:6]([C:8]2[CH:13]=[CH:12][CH:11]=[CH:10][CH:9]=2)[N:5]=[C:4]([NH:14][C:15](=[O:32])[CH2:16][CH2:17][C:18]([C:20]2[CH:25]=[CH:24][C:23]([O:26][CH2:27][CH3:28])=[C:22]([O:29][CH2:30][CH3:31])[CH:21]=2)=[O:19])[CH:3]=1.C1(C2C=CC=CC=2)C=CC=CC=1P(C1CCCCC1)C1CCCCC1.C(=O)([O-])[O-].[K+].[K+].[C:64]([CH2:67][CH2:68][C:69]1[CH:74]=[CH:73][C:72](B(O)O)=[CH:71][CH:70]=1)([OH:66])=[O:65], predict the reaction product. The product is: [CH2:30]([O:29][C:22]1[CH:21]=[C:20]([C:18](=[O:19])[CH2:17][CH2:16][C:15]([NH:14][C:4]2[CH:3]=[C:2]([C:72]3[CH:73]=[CH:74][C:69]([CH2:68][CH2:67][C:64]([OH:66])=[O:65])=[CH:70][CH:71]=3)[CH:7]=[C:6]([C:8]3[CH:13]=[CH:12][CH:11]=[CH:10][CH:9]=3)[N:5]=2)=[O:32])[CH:25]=[CH:24][C:23]=1[O:26][CH2:27][CH3:28])[CH3:31]. (8) Given the reactants [N:1]1[C:9]2[C:4](=[N:5][CH:6]=[CH:7][CH:8]=2)[N:3]([CH2:10][C:11]2[CH:22]=[CH:21][C:14]3[N:15]=[C:16](S(C)=O)[S:17][C:13]=3[CH:12]=2)[CH:2]=1.N1C2C(=NC=CC=2)N(CC2C=CC3N=C(S(C)(=O)=O)SC=3C=2)C=1.[NH2:46][CH2:47][C:48]1([OH:54])[CH2:53][CH2:52][CH2:51][CH2:50][CH2:49]1.CCN(C(C)C)C(C)C, predict the reaction product. The product is: [N:1]1[C:9]2[C:4](=[N:5][CH:6]=[CH:7][CH:8]=2)[N:3]([CH2:10][C:11]2[CH:22]=[CH:21][C:14]3[N:15]=[C:16]([NH:46][CH2:47][C:48]4([OH:54])[CH2:53][CH2:52][CH2:51][CH2:50][CH2:49]4)[S:17][C:13]=3[CH:12]=2)[CH:2]=1. (9) Given the reactants Br[C:2]1[CH:3]=[CH:4][C:5]2[S:10][CH2:9][C:8](=[O:11])[NH:7][C:6]=2[CH:12]=1.[CH3:13][C@H:14]1[O:19][CH2:18][C@@H:17]([C:20]2[CH:25]=[CH:24][CH:23]=[CH:22][CH:21]=2)[NH:16][CH2:15]1, predict the reaction product. The product is: [CH3:13][C@@H:14]1[CH2:15][N:16]([C:2]2[CH:3]=[CH:4][C:5]3[S:10][CH2:9][C:8](=[O:11])[NH:7][C:6]=3[CH:12]=2)[C@H:17]([C:20]2[CH:21]=[CH:22][CH:23]=[CH:24][CH:25]=2)[CH2:18][O:19]1. (10) Given the reactants [CH:1]1([NH:4][C:5]2[CH:13]=[CH:12][C:8]([C:9]([OH:11])=[O:10])=[CH:7][C:6]=2[S:14](=[O:17])(=[O:16])[NH2:15])[CH2:3][CH2:2]1.[CH3:18]O, predict the reaction product. The product is: [CH:1]1([NH:4][C:5]2[CH:13]=[CH:12][C:8]([C:9]([O:11][CH3:18])=[O:10])=[CH:7][C:6]=2[S:14](=[O:17])(=[O:16])[NH2:15])[CH2:2][CH2:3]1.